This data is from Forward reaction prediction with 1.9M reactions from USPTO patents (1976-2016). The task is: Predict the product of the given reaction. (1) Given the reactants [Cl:1][C:2]1[CH:7]=[CH:6][C:5]([CH:8]([C:10]2[CH:15]=[CH:14][C:13]([Cl:16])=[CH:12][CH:11]=2)O)=[CH:4][CH:3]=1.CN(C)C=O.S(Cl)([Cl:24])=O, predict the reaction product. The product is: [Cl:1][C:2]1[CH:7]=[CH:6][C:5]([CH:8]([Cl:24])[C:10]2[CH:15]=[CH:14][C:13]([Cl:16])=[CH:12][CH:11]=2)=[CH:4][CH:3]=1. (2) Given the reactants [OH:1][C@@H:2]1[CH2:6][CH2:5][N:4]([C:7]2[C:26]([C:27]3[N:28](CC4C=CC(OC)=CC=4)[C:29]([CH3:32])=[CH:30][N:31]=3)=[CH:25][C:10]([C:11]([NH:13][C:14]3[CH:19]=[CH:18][C:17]([O:20][C:21]([F:24])([F:23])[F:22])=[CH:16][CH:15]=3)=[O:12])=[CH:9][N:8]=2)[CH2:3]1.C([O-])=O.[NH4+], predict the reaction product. The product is: [OH:1][C@@H:2]1[CH2:6][CH2:5][N:4]([C:7]2[C:26]([C:27]3[NH:28][C:29]([CH3:32])=[CH:30][N:31]=3)=[CH:25][C:10]([C:11]([NH:13][C:14]3[CH:19]=[CH:18][C:17]([O:20][C:21]([F:24])([F:22])[F:23])=[CH:16][CH:15]=3)=[O:12])=[CH:9][N:8]=2)[CH2:3]1.